This data is from Full USPTO retrosynthesis dataset with 1.9M reactions from patents (1976-2016). The task is: Predict the reactants needed to synthesize the given product. (1) Given the product [Cl:1][C:2]1[CH:7]=[CH:6][C:5]([C:8]2[C:13]([NH:14][NH:15][C:37](=[O:38])[CH2:36][CH3:35])=[N:12][N:11]([CH2:16][C:17]3[C:18]([CH3:27])=[N:19][C:20]([C:23]([F:26])([F:25])[F:24])=[CH:21][CH:22]=3)[C:10](=[O:28])[C:9]=2[C:29]2[CH:30]=[CH:31][N:32]=[CH:33][CH:34]=2)=[CH:4][CH:3]=1, predict the reactants needed to synthesize it. The reactants are: [Cl:1][C:2]1[CH:7]=[CH:6][C:5]([C:8]2[C:13]([NH:14][NH2:15])=[N:12][N:11]([CH2:16][C:17]3[C:18]([CH3:27])=[N:19][C:20]([C:23]([F:26])([F:25])[F:24])=[CH:21][CH:22]=3)[C:10](=[O:28])[C:9]=2[C:29]2[CH:34]=[CH:33][N:32]=[CH:31][CH:30]=2)=[CH:4][CH:3]=1.[CH2:35]1C[O:38][CH2:37][CH2:36]1.CCN(CC)CC.C(Cl)(=O)CC. (2) Given the product [CH3:28][O:29][C:30]1[C:31](=[O:54])[C:32]([CH3:53])=[C:33]([CH2:39][C:40]2[CH:41]=[CH:42][C:43]([O:49][C:50](=[O:52])[CH3:51])=[C:44]([CH:48]=2)[C:45]([NH:5][C:4]2[CH:6]=[C:7]([O:10][CH3:11])[CH:8]=[CH:9][C:3]=2[O:2][CH3:1])=[O:46])[C:34](=[O:38])[C:35]=1[O:36][CH3:37], predict the reactants needed to synthesize it. The reactants are: [CH3:1][O:2][C:3]1[CH:9]=[CH:8][C:7]([O:10][CH3:11])=[CH:6][C:4]=1[NH2:5].C(N(CC)CC)C.[Cl-].ClC1N(C)CC[NH+]1C.[CH3:28][O:29][C:30]1[C:31](=[O:54])[C:32]([CH3:53])=[C:33]([CH2:39][C:40]2[CH:41]=[CH:42][C:43]([O:49][C:50](=[O:52])[CH3:51])=[C:44]([CH:48]=2)[C:45](O)=[O:46])[C:34](=[O:38])[C:35]=1[O:36][CH3:37].